This data is from Full USPTO retrosynthesis dataset with 1.9M reactions from patents (1976-2016). The task is: Predict the reactants needed to synthesize the given product. (1) Given the product [CH3:1][N:2]1[CH2:23][C:8]23[CH2:9][CH2:10][CH:11]4[CH:20]([CH:7]2[CH2:6][CH2:5][CH:4]3[CH:3]1[CH3:24])[CH2:19][CH:18]=[C:17]1[C:12]4([CH3:22])[CH2:13][CH2:14][CH:15]([O:21][C:33](=[O:34])[CH2:32][C:29]2[CH:30]=[CH:31][C:26]([F:25])=[CH:27][CH:28]=2)[CH2:16]1, predict the reactants needed to synthesize it. The reactants are: [CH3:1][N:2]1[CH2:23][C:8]23[CH2:9][CH2:10][CH:11]4[CH:20]([CH:7]2[CH2:6][CH2:5][CH:4]3[CH:3]1[CH3:24])[CH2:19][CH:18]=[C:17]1[C:12]4([CH3:22])[CH2:13][CH2:14][CH:15]([OH:21])[CH2:16]1.[F:25][C:26]1[CH:31]=[CH:30][C:29]([CH2:32][C:33](O)=[O:34])=[CH:28][CH:27]=1.C1(N=C=NC2CCCCC2)CCCCC1. (2) Given the product [CH3:16][O:15][CH2:14][CH2:13][O:12][C:9]1[CH:10]=[C:11]2[C:2]([NH:27][C:26]3[CH:28]=[CH:29][CH:30]=[C:24]([C:22]#[CH:23])[CH:25]=3)=[N:3][CH:4]=[N:5][C:6]2=[CH:7][C:8]=1[O:17][CH2:18][CH2:19][O:20][CH3:21].[ClH:1], predict the reactants needed to synthesize it. The reactants are: [Cl:1][C:2]1[C:11]2[C:6](=[CH:7][C:8]([O:17][CH2:18][CH2:19][O:20][CH3:21])=[C:9]([O:12][CH2:13][CH2:14][O:15][CH3:16])[CH:10]=2)[N:5]=[CH:4][N:3]=1.[C:22]([C:24]1[CH:25]=[C:26]([CH:28]=[CH:29][CH:30]=1)[NH2:27])#[CH:23]. (3) The reactants are: [ClH:1].[N:2]1([C:7]([C@@H:9]2[O:14][CH2:13][CH2:12][N:11](C(OC(C)(C)C)=O)[CH2:10]2)=[O:8])[CH2:6][CH2:5][CH2:4][CH2:3]1. Given the product [ClH:1].[NH:11]1[CH2:12][CH2:13][O:14][C@@H:9]([C:7]([N:2]2[CH2:6][CH2:5][CH2:4][CH2:3]2)=[O:8])[CH2:10]1, predict the reactants needed to synthesize it.